This data is from Forward reaction prediction with 1.9M reactions from USPTO patents (1976-2016). The task is: Predict the product of the given reaction. (1) Given the reactants [Cl:1][C:2]1[C:11]2[C:6](=[CH:7][CH:8]=[CH:9][CH:10]=2)[N:5]([CH2:12][CH:13]=O)[C:4](=[O:15])[CH:3]=1.[O:16]1[C:21]2[CH:22]=[CH:23][C:24]([CH2:26][N:27]([CH:35]3[CH2:40][CH2:39][NH:38][CH2:37][CH2:36]3)[C:28](=[O:34])[O:29][C:30]([CH3:33])([CH3:32])[CH3:31])=[CH:25][C:20]=2[O:19][CH2:18][CH2:17]1.C(O[BH-](OC(=O)C)OC(=O)C)(=O)C.[Na+].C(=O)([O-])O.[Na+], predict the reaction product. The product is: [O:16]1[C:21]2[CH:22]=[CH:23][C:24]([CH2:26][N:27]([CH:35]3[CH2:40][CH2:39][N:38]([CH2:13][CH2:12][N:5]4[C:6]5[C:11](=[CH:10][CH:9]=[CH:8][CH:7]=5)[C:2]([Cl:1])=[CH:3][C:4]4=[O:15])[CH2:37][CH2:36]3)[C:28](=[O:34])[O:29][C:30]([CH3:33])([CH3:31])[CH3:32])=[CH:25][C:20]=2[O:19][CH2:18][CH2:17]1. (2) Given the reactants [OH:1][CH:2]1[CH2:7][CH2:6][NH:5][CH2:4][CH2:3]1.C(O[C:13]([N:15]([C@H:17]([CH2:21][C:22]1[S:23][CH:24]=[CH:25][CH:26]=1)[C:18]([OH:20])=O)[CH3:16])=[O:14])(C)(C)C.C(O[C:32]([N:34]([C@H:36]([CH2:40][C:41]1[CH:46]=[CH:45][C:44]([C:47]2[CH:52]=[CH:51][CH:50]=[CH:49][CH:48]=2)=[CH:43][CH:42]=1)C(O)=O)[CH3:35])=[O:33])(C)(C)C.C(OC([NH:60][C:61]([CH3:70])([CH3:69])[CH2:62]/[C:63](/[CH3:68])=[CH:64]/C(O)=O)=O)(C)(C)C, predict the reaction product. The product is: [C:44]1([C:47]2[CH:48]=[CH:49][CH:50]=[CH:51][CH:52]=2)[CH:43]=[CH:42][C:41]([CH2:40][C@@H:36]([N:34]([CH3:35])[C:32](=[O:33])/[CH:64]=[C:63](\[CH3:68])/[CH2:62][C:61]([NH2:60])([CH3:70])[CH3:69])[C:13](=[O:14])[N:15]([C@H:17]([CH2:21][C:22]2[S:23][CH:24]=[CH:25][CH:26]=2)[C:18]([N:5]2[CH2:6][CH2:7][CH:2]([OH:1])[CH2:3][CH2:4]2)=[O:20])[CH3:16])=[CH:46][CH:45]=1.